From a dataset of Full USPTO retrosynthesis dataset with 1.9M reactions from patents (1976-2016). Predict the reactants needed to synthesize the given product. (1) The reactants are: Cl.[NH2:2][C@@H:3]([C:7]([C:10]1[CH:15]=[CH:14][C:13]([Cl:16])=[CH:12][CH:11]=1)([CH3:9])[CH3:8])[C:4]([OH:6])=[O:5].[C:17](=O)([O-:23])[O:18][C:19]([CH3:22])([CH3:21])[CH3:20].[C:17](=O)([O-:23])[O:18][C:19]([CH3:22])([CH3:21])[CH3:20].Cl. Given the product [C:19]([O:18][C:17]([NH:2][C@@H:3]([C:7]([C:10]1[CH:11]=[CH:12][C:13]([Cl:16])=[CH:14][CH:15]=1)([CH3:9])[CH3:8])[C:4]([OH:6])=[O:5])=[O:23])([CH3:22])([CH3:21])[CH3:20], predict the reactants needed to synthesize it. (2) The reactants are: S(=O)(=O)(O)N.CC(CC)=C.[CH:11]([C:13]1[CH:14]=[CH:15][C:16]([OH:23])=[C:17]([CH:22]=1)[C:18]([O:20][CH3:21])=[O:19])=[O:12].Cl([O-])=[O:25].[Na+]. Given the product [OH:23][C:16]1[CH:15]=[CH:14][C:13]([C:11]([OH:25])=[O:12])=[CH:22][C:17]=1[C:18]([O:20][CH3:21])=[O:19], predict the reactants needed to synthesize it. (3) Given the product [C@@H:14]1([O:1][C:2]2[CH:3]=[CH:4][C:5]([CH2:8][CH2:9][C:10]([O:12][CH3:13])=[O:11])=[CH:6][CH:7]=2)[C:22]2[C:17](=[CH:18][CH:19]=[CH:20][CH:21]=2)[CH2:16][CH2:15]1, predict the reactants needed to synthesize it. The reactants are: [OH:1][C:2]1[CH:7]=[CH:6][C:5]([CH2:8][CH2:9][C:10]([O:12][CH3:13])=[O:11])=[CH:4][CH:3]=1.[C@H:14]1(O)[C:22]2[C:17](=[CH:18][CH:19]=[CH:20][CH:21]=2)[CH2:16][CH2:15]1.N(C(N1CCCCC1)=O)=NC(N1CCCCC1)=O.C(P(CCCC)CCCC)CCC. (4) Given the product [Cl:1][C:2]1[N:7]=[C:6]([NH:8][NH:9][C:10](=[O:30])[C@H:11]([CH2:24][CH:25]2[CH2:26][CH2:27][CH2:28][CH2:29]2)[CH2:12][N:13]([OH:16])[CH:14]=[O:15])[C:5]([F:31])=[C:4]([N:32]2[CH2:37][CH2:36][N:35]([CH3:38])[CH2:34][C@H:33]2[CH3:39])[N:3]=1, predict the reactants needed to synthesize it. The reactants are: [Cl:1][C:2]1[N:7]=[C:6]([NH:8][NH:9][C:10](=[O:30])[C@H:11]([CH2:24][CH:25]2[CH2:29][CH2:28][CH2:27][CH2:26]2)[CH2:12][N:13]([O:16]CC2C=CC=CC=2)[CH:14]=[O:15])[C:5]([F:31])=[C:4]([N:32]2[CH2:37][CH2:36][N:35]([CH3:38])[CH2:34][C@H:33]2[CH3:39])[N:3]=1.ClC1N=C(Cl)C(F)=C(Cl)N=1.C([O-])=O.[NH4+].[NH4+].[OH-].C. (5) Given the product [NH2:2][C@@H:3]1[CH2:8][CH2:7][O:6][C@@H:5]([C:9]2[CH:18]=[CH:17][CH:16]=[CH:15][C:10]=2[C:11]([O:13][CH3:14])=[O:12])[CH2:4]1, predict the reactants needed to synthesize it. The reactants are: O[N:2]=[C:3]1[CH2:8][CH2:7][O:6][CH:5]([C:9]2[CH:18]=[CH:17][CH:16]=[CH:15][C:10]=2[C:11]([O:13][CH3:14])=[O:12])[CH2:4]1.CO.